Dataset: Full USPTO retrosynthesis dataset with 1.9M reactions from patents (1976-2016). Task: Predict the reactants needed to synthesize the given product. Given the product [F:17][C:2]1([F:1])[CH2:10][C:9]2[NH:8][C:7]([C:12]([O:14][CH2:15][CH3:16])=[O:13])=[CH:6][C:5]=2[CH2:4][CH2:3]1, predict the reactants needed to synthesize it. The reactants are: [F:1][C:2]1([F:17])[CH:10](O)[C:9]2[NH:8][C:7]([C:12]([O:14][CH2:15][CH3:16])=[O:13])=[CH:6][C:5]=2[CH2:4][CH2:3]1.C(O)(C(F)(F)F)=O.C([SiH](CC)CC)C.C(=O)(O)[O-].[Na+].